The task is: Predict the reaction yield, written as a fraction of the theoretical maximum amount of product (1.0 means a 100% yield; for example, 0.34 means a 34% yield).. This data is from Reaction yield outcomes from USPTO patents with 853,638 reactions. (1) The reactants are [Cl:1][C:2]1[C:7]([C:8]([F:11])([F:10])[F:9])=[CH:6][N:5]=[C:4]2[NH:12][CH:13]=[C:14]([NH:15][C:16](=[O:20])[CH2:17][O:18][CH3:19])[C:3]=12.[NH:21]1[CH2:26][CH2:25][CH2:24][C@@H:23]([NH:27]C(=O)OC(C)(C)C)[CH2:22]1.CCN(C(C)C)C(C)C.C(O)(C(F)(F)F)=O. The catalyst is CN1C(=O)CCC1.C(OCC)(=O)C.C(Cl)Cl. The product is [ClH:1].[NH2:27][C@@H:23]1[CH2:24][CH2:25][CH2:26][N:21]([C:2]2[C:7]([C:8]([F:11])([F:10])[F:9])=[CH:6][N:5]=[C:4]3[NH:12][CH:13]=[C:14]([NH:15][C:16](=[O:20])[CH2:17][O:18][CH3:19])[C:3]=23)[CH2:22]1. The yield is 0.270. (2) The reactants are [Cl-].[CH3:2][O:3][C:4]1[CH:11]=[CH:10][C:7]([CH2:8][Zn+])=[CH:6][CH:5]=1.Br[C:13]1[C:18]2[C:19]3[CH:20]=[CH:21][CH:22]=[N:23][C:24]=3[CH2:25][CH2:26][C:17]=2[CH:16]=[CH:15][CH:14]=1. No catalyst specified. The product is [CH3:2][O:3][C:4]1[CH:11]=[CH:10][C:7]([CH2:8][C:13]2[C:18]3[C:19]4[CH:20]=[CH:21][CH:22]=[N:23][C:24]=4[CH2:25][CH2:26][C:17]=3[CH:16]=[CH:15][CH:14]=2)=[CH:6][CH:5]=1. The yield is 0.850.